From a dataset of Reaction yield outcomes from USPTO patents with 853,638 reactions. Predict the reaction yield, written as a fraction of the theoretical maximum amount of product (1.0 means a 100% yield; for example, 0.34 means a 34% yield). (1) The reactants are [F:1][C:2]([F:32])([F:31])[C:3]1[CH:4]=[C:5]([CH:28]=[CH:29][CH:30]=1)[C:6]([NH:8][C:9]1[CH:10]=[C:11]([CH:25]=[CH:26][CH:27]=1)[O:12][C:13]1[CH:14]=[CH:15][C:16]2[N:17]([CH:19]=[C:20](C(O)=O)[N:21]=2)[N:18]=1)=[O:7].C1(P(N=[N+]=[N-])(C2C=CC=CC=2)=[O:40])C=CC=CC=1.C([N:52]([CH2:55]C)CC)C.[C:57]([OH:61])([CH3:60])([CH3:59])[CH3:58]. The catalyst is C(OCC)(=O)C. The product is [C:57]([O:61][C:55](=[O:40])[NH:52][C:20]1[N:21]=[C:16]2[CH:15]=[CH:14][C:13]([O:12][C:11]3[CH:25]=[CH:26][CH:27]=[C:9]([NH:8][C:6](=[O:7])[C:5]4[CH:28]=[CH:29][CH:30]=[C:3]([C:2]([F:32])([F:31])[F:1])[CH:4]=4)[CH:10]=3)=[N:18][N:17]2[CH:19]=1)([CH3:60])([CH3:59])[CH3:58]. The yield is 0.390. (2) The reactants are [C@]12(C)C(C)(C)C(CC1)CC2C([O:12][CH:13]([C:18]1[CH:23]=[CH:22][C:21]([I:24])=[CH:20][C:19]=1[N+:25]([O-:27])=[O:26])[C:14]([CH3:17])([CH3:16])[CH3:15])=O.C([O-])([O-])=O.[K+].[K+].O.Cl. The catalyst is CO. The product is [I:24][C:21]1[CH:22]=[CH:23][C:18]([CH:13]([OH:12])[C:14]([CH3:15])([CH3:16])[CH3:17])=[C:19]([N+:25]([O-:27])=[O:26])[CH:20]=1. The yield is 0.980. (3) The reactants are Cl.[NH2:2][CH2:3][C:4]([C:6]1[CH:11]=[CH:10][C:9]([Br:12])=[CH:8][CH:7]=1)=[O:5].C(N(CC)C(C)C)(C)C.[C:22](O[C:22]([O:24][C:25]([CH3:28])([CH3:27])[CH3:26])=[O:23])([O:24][C:25]([CH3:28])([CH3:27])[CH3:26])=[O:23].CCOC(C)=O.O. The catalyst is C1COCC1. The product is [Br:12][C:9]1[CH:10]=[CH:11][C:6]([C:4](=[O:5])[CH2:3][NH:2][C:22](=[O:23])[O:24][C:25]([CH3:28])([CH3:27])[CH3:26])=[CH:7][CH:8]=1. The yield is 0.995. (4) The reactants are [Cl:1][C:2]1[CH:21]=[CH:20][C:5]([CH2:6][N:7]2[CH:12]=[N:11][C:10]([N:13]3[CH2:18][CH2:17][NH:16][CH2:15][CH2:14]3)=[N:9][C:8]2=[O:19])=[CH:4][CH:3]=1.[O:22]1[CH2:27][CH2:26][C:25](=O)[CH2:24][CH2:23]1. No catalyst specified. The product is [Cl:1][C:2]1[CH:21]=[CH:20][C:5]([CH2:6][N:7]2[CH:12]=[N:11][C:10]([N:13]3[CH2:18][CH2:17][N:16]([CH:25]4[CH2:26][CH2:27][O:22][CH2:23][CH2:24]4)[CH2:15][CH2:14]3)=[N:9][C:8]2=[O:19])=[CH:4][CH:3]=1. The yield is 0.0660. (5) The reactants are [F:1][CH:2]([F:22])[O:3][C:4]1[CH:9]=[CH:8][CH:7]=[CH:6][C:5]=1[NH:10][N:11]=[C:12]([C:17](=[O:21])[CH2:18][O:19][CH3:20])[C:13]([O:15][CH3:16])=[O:14].[CH3:23]OC(OC)N(C)C. No catalyst specified. The product is [F:1][CH:2]([F:22])[O:3][C:4]1[CH:9]=[CH:8][CH:7]=[CH:6][C:5]=1[N:10]1[CH:23]=[C:18]([O:19][CH3:20])[C:17](=[O:21])[C:12]([C:13]([O:15][CH3:16])=[O:14])=[N:11]1. The yield is 0.880. (6) The reactants are C[Si]([C:5]#[C:6][C:7]1[CH:12]=[CH:11][C:10]([C:13]#[C:14][C:15]2[CH:20]=[CH:19][C:18]([CH3:21])=[CH:17][CH:16]=2)=[CH:9][CH:8]=1)(C)C.C(=O)([O-])[O-].[K+].[K+].CO. The catalyst is C(Cl)Cl. The product is [C:6]([C:7]1[CH:12]=[CH:11][C:10]([C:13]#[C:14][C:15]2[CH:16]=[CH:17][C:18]([CH3:21])=[CH:19][CH:20]=2)=[CH:9][CH:8]=1)#[CH:5]. The yield is 0.731. (7) The reactants are CON(C)[C:4]([CH:6]1[CH2:10][CH2:9][N:8]([C:11]([O:13][C:14]([CH3:17])([CH3:16])[CH3:15])=[O:12])[CH2:7]1)=[O:5].[Br-].[CH2:20]1[CH2:24]OC[CH2:21]1. No catalyst specified. The product is [C:4]([CH:6]1[CH2:10][CH2:9][N:8]([C:11]([O:13][C:14]([CH3:15])([CH3:16])[CH3:17])=[O:12])[CH2:7]1)(=[O:5])[C:21]#[C:20][CH3:24]. The yield is 0.860.